From a dataset of Catalyst prediction with 721,799 reactions and 888 catalyst types from USPTO. Predict which catalyst facilitates the given reaction. (1) Reactant: [CH2:1]([O:8][C:9]1[C:14]([N:15]([CH2:20][CH3:21])[S:16]([CH3:19])(=[O:18])=[O:17])=[CH:13][N:12]2[N:22]=[C:23]([C:28]3[CH:33]=[CH:32][C:31]([F:34])=[CH:30][CH:29]=3)[C:24]([C:25](O)=[O:26])=[C:11]2[CH:10]=1)[C:2]1[CH:7]=[CH:6][CH:5]=[CH:4][CH:3]=1.C[CH2:36][N:37]=C=NCCCN(C)C.Cl.C1C=CC2N(O)N=NC=2C=1.CCN(C(C)C)C(C)C.CN. Product: [CH2:1]([O:8][C:9]1[C:14]([N:15]([CH2:20][CH3:21])[S:16]([CH3:19])(=[O:18])=[O:17])=[CH:13][N:12]2[N:22]=[C:23]([C:28]3[CH:29]=[CH:30][C:31]([F:34])=[CH:32][CH:33]=3)[C:24]([C:25]([NH:37][CH3:36])=[O:26])=[C:11]2[CH:10]=1)[C:2]1[CH:7]=[CH:6][CH:5]=[CH:4][CH:3]=1. The catalyst class is: 46. (2) Reactant: [CH3:1][C:2]1([CH3:28])[O:6][CH:5]([CH2:7][CH2:8][O:9][C:10]2[CH:11]=[C:12]([CH:15]=[C:16]([O:18][CH2:19][CH2:20][CH:21]3[CH2:25][O:24][C:23]([CH3:27])([CH3:26])[O:22]3)[CH:17]=2)[CH:13]=O)[CH2:4][O:3]1.[CH3:29][NH:30][CH3:31].C(O)(=O)C.C(O[BH-](OC(=O)C)OC(=O)C)(=O)C.[Na+]. Product: [CH3:1][C:2]1([CH3:28])[O:6][CH:5]([CH2:7][CH2:8][O:9][C:10]2[CH:11]=[C:12]([CH2:13][N:30]([CH3:31])[CH3:29])[CH:15]=[C:16]([O:18][CH2:19][CH2:20][CH:21]3[CH2:25][O:24][C:23]([CH3:27])([CH3:26])[O:22]3)[CH:17]=2)[CH2:4][O:3]1. The catalyst class is: 26. (3) The catalyst class is: 202. Reactant: [NH2:1][C:2]1[CH:7]=[CH:6][CH:5]=[CH:4][C:3]=1[NH:8][S:9]([C:12]1[S:16][C:15]2[CH:17]=[CH:18][CH:19]=[CH:20][C:14]=2[CH:13]=1)(=[O:11])=[O:10].[CH3:21][O:22][C:23]1[CH:28]=[CH:27][C:26]([S:29](Cl)(=[O:31])=[O:30])=[C:25]([N+:33]([O-:35])=[O:34])[CH:24]=1. Product: [CH3:21][O:22][C:23]1[CH:28]=[CH:27][C:26]([S:29]([NH:1][C:2]2[CH:7]=[CH:6][CH:5]=[CH:4][C:3]=2[NH:8][S:9]([C:12]2[S:16][C:15]3[CH:17]=[CH:18][CH:19]=[CH:20][C:14]=3[CH:13]=2)(=[O:11])=[O:10])(=[O:30])=[O:31])=[C:25]([N+:33]([O-:35])=[O:34])[CH:24]=1. (4) Product: [NH:15]1[C:11]2=[N:12][CH:13]=[N:14][C:9]([N:8]([CH:3]3[CH2:4][CH2:5][CH2:6][CH2:7][N:1]([C:50](=[O:51])[CH2:49][NH:48][C:43]4[CH:42]=[C:41]([Cl:40])[CH:46]=[C:45]([Cl:47])[CH:44]=4)[CH2:2]3)[CH3:18])=[C:10]2[CH:17]=[N:16]1. The catalyst class is: 384. Reactant: [NH:1]1[CH2:7][CH2:6][CH2:5][CH2:4][CH:3]([N:8]([CH3:18])[C:9]2[N:14]=[CH:13][N:12]=[C:11]3[NH:15][N:16]=[CH:17][C:10]=23)[CH2:2]1.CCN=C=NCCCN(C)C.C1C=CC2N(O)N=NC=2C=1.[Cl:40][C:41]1[CH:42]=[C:43]([NH:48][CH2:49][C:50](O)=[O:51])[CH:44]=[C:45]([Cl:47])[CH:46]=1.CCN(C(C)C)C(C)C. (5) Reactant: Cl[C:2]1[N:7]=[C:6]([C:8]([OH:11])([CH3:10])[CH3:9])[CH:5]=[C:4]([C:12]2([O:17][CH2:18][CH3:19])[CH2:14][C:13]2([F:16])[F:15])[N:3]=1.[CH3:20][O:21][C:22]1[CH:23]=[C:24]([CH:26]=[CH:27][C:28]=1[N:29]1[CH:33]=[C:32]([CH3:34])[N:31]=[CH:30]1)[NH2:25].C(=O)([O-])[O-].[Cs+].[Cs+].C1(P(C2CCCCC2)C2C=CC=CC=2C2C=CC=CC=2)CCCCC1. Product: [CH2:18]([O:17][C:12]1([C:4]2[N:3]=[C:2]([NH:25][C:24]3[CH:26]=[CH:27][C:28]([N:29]4[CH:33]=[C:32]([CH3:34])[N:31]=[CH:30]4)=[C:22]([O:21][CH3:20])[CH:23]=3)[N:7]=[C:6]([C:8]([OH:11])([CH3:10])[CH3:9])[CH:5]=2)[CH2:14][C:13]1([F:16])[F:15])[CH3:19]. The catalyst class is: 160. (6) Reactant: [O:1]1[C:5]2[CH:6]=[CH:7][CH:8]=[CH:9][C:4]=2[N:3]=[C:2]1[CH:10]([OH:39])[C@@H:11]([NH:15][C:16](=[O:38])[CH:17]([CH2:27][C:28]1([CH2:31][C:32]2[CH:37]=[CH:36][CH:35]=[CH:34][CH:33]=2)[CH2:30][CH2:29]1)[CH2:18][C:19]([N:21]1[CH2:26][CH2:25][O:24][CH2:23][CH2:22]1)=[O:20])[CH2:12][CH2:13][CH3:14].CC(OI1(OC(C)=O)(OC(C)=O)OC(=O)C2C=CC=CC1=2)=O. Product: [O:1]1[C:5]2[CH:6]=[CH:7][CH:8]=[CH:9][C:4]=2[N:3]=[C:2]1[C:10]([C@@H:11]([NH:15][C:16](=[O:38])[CH:17]([CH2:27][C:28]1([CH2:31][C:32]2[CH:37]=[CH:36][CH:35]=[CH:34][CH:33]=2)[CH2:30][CH2:29]1)[CH2:18][C:19]([N:21]1[CH2:22][CH2:23][O:24][CH2:25][CH2:26]1)=[O:20])[CH2:12][CH2:13][CH3:14])=[O:39]. The catalyst class is: 4. (7) Reactant: [Br:1][C:2]1[CH:7]=[C:6]([O:8][C:9]([F:12])([F:11])[F:10])[CH:5]=[CH:4][C:3]=1[OH:13].C(=O)([O-])[O-].[K+].[K+].[CH2:20](Br)[C:21]1[CH:26]=[CH:25][CH:24]=[CH:23][CH:22]=1. Product: [CH2:20]([O:13][C:3]1[CH:4]=[CH:5][C:6]([O:8][C:9]([F:11])([F:12])[F:10])=[CH:7][C:2]=1[Br:1])[C:21]1[CH:26]=[CH:25][CH:24]=[CH:23][CH:22]=1. The catalyst class is: 42. (8) Reactant: [F:1][C:2]1[CH:3]=[C:4]([CH:8]=[CH:9][C:10]=1[O:11][C:12]([F:15])([F:14])[F:13])[C:5]([OH:7])=O.Cl.[CH3:17][NH:18][O:19][CH3:20].O.ON1C2C=CC=CC=2N=N1.Cl.CN(C)CCCN=C=NCC.C(=O)([O-])O.[Na+]. Product: [F:1][C:2]1[CH:3]=[C:4]([CH:8]=[CH:9][C:10]=1[O:11][C:12]([F:15])([F:14])[F:13])[C:5]([N:18]([O:19][CH3:20])[CH3:17])=[O:7]. The catalyst class is: 289. (9) Reactant: [F:1][C:2]1[CH:7]=[CH:6][C:5]([C:8]2[CH:13]=[CH:12][C:11]([O:14][CH2:15][CH2:16][C:17]3([OH:20])[CH2:19][CH2:18]3)=[CH:10][C:9]=2[C:21]([F:24])([F:23])[F:22])=[CH:4][C:3]=1[CH2:25][O:26][C:27]1[N:32]=[CH:31][C:30]2[C@@H:33]3[C@@H:36]([C:37]([O:39]CC)=[O:38])[C@@H:34]3[CH2:35][C:29]=2[CH:28]=1.[Li+].[OH-].Cl. Product: [F:1][C:2]1[CH:7]=[CH:6][C:5]([C:8]2[CH:13]=[CH:12][C:11]([O:14][CH2:15][CH2:16][C:17]3([OH:20])[CH2:18][CH2:19]3)=[CH:10][C:9]=2[C:21]([F:22])([F:24])[F:23])=[CH:4][C:3]=1[CH2:25][O:26][C:27]1[N:32]=[CH:31][C:30]2[C@@H:33]3[C@@H:36]([C:37]([OH:39])=[O:38])[C@@H:34]3[CH2:35][C:29]=2[CH:28]=1. The catalyst class is: 24. (10) Reactant: C(=O)([O-])[O-].[K+].[K+].[NH2:7][C@@H:8]1[CH2:13][CH2:12][CH2:11][C@H:10]([C:14]([OH:16])=[O:15])[CH2:9]1.[CH2:17](Br)[C:18]1[CH:23]=[CH:22][CH:21]=[CH:20][CH:19]=1. Product: [CH2:17]([N:7]([CH2:14][C:10]1[CH:11]=[CH:12][CH:13]=[CH:8][CH:9]=1)[C@H:8]1[CH2:13][CH2:12][CH2:11][C@@H:10]([C:14]([O:16][CH2:17][C:18]2[CH:23]=[CH:22][CH:21]=[CH:20][CH:19]=2)=[O:15])[CH2:9]1)[C:18]1[CH:23]=[CH:22][CH:21]=[CH:20][CH:19]=1. The catalyst class is: 10.